From a dataset of Forward reaction prediction with 1.9M reactions from USPTO patents (1976-2016). Predict the product of the given reaction. (1) Given the reactants [CH:1]1([CH2:4][N:5]2[C:10]3[CH:11]=[N:12][C:13]([NH:15]C(=O)OC(C)(C)C)=[CH:14][C:9]=3[C:8](=[O:23])[N:7]([CH2:24][CH:25]3[CH2:27][CH2:26]3)[C:6]2=[O:28])[CH2:3][CH2:2]1.FC(F)(F)C(O)=O, predict the reaction product. The product is: [NH2:15][C:13]1[N:12]=[CH:11][C:10]2[N:5]([CH2:4][CH:1]3[CH2:3][CH2:2]3)[C:6](=[O:28])[N:7]([CH2:24][CH:25]3[CH2:27][CH2:26]3)[C:8](=[O:23])[C:9]=2[CH:14]=1. (2) Given the reactants C[O:2][C:3]1[CH:26]=[CH:25][C:6]([C:7]([C:9]2[CH:14]=[CH:13][CH:12]=[C:11]([C:15](=[O:24])[C:16]3[CH:21]=[CH:20][C:19]([O:22]C)=[CH:18][CH:17]=3)[CH:10]=2)=[O:8])=[CH:5][CH:4]=1.CSC.B(F)(F)F, predict the reaction product. The product is: [OH:2][C:3]1[CH:4]=[CH:5][C:6]([C:7]([C:9]2[CH:14]=[CH:13][CH:12]=[C:11]([C:15](=[O:24])[C:16]3[CH:21]=[CH:20][C:19]([OH:22])=[CH:18][CH:17]=3)[CH:10]=2)=[O:8])=[CH:25][CH:26]=1. (3) Given the reactants C(N(CC)CC)C.FC(F)(F)C(O)=O.[F:15][C:16]1[CH:21]=[CH:20][C:19]([C:22]2[C:30]3[C:25](=[CH:26][C:27]([NH:31][C:32]([CH:34]4[CH2:38][CH2:37][N:36]([CH2:39][C:40](O)=[O:41])[CH2:35]4)=[O:33])=[CH:28][CH:29]=3)[NH:24][N:23]=2)=[CH:18][CH:17]=1.[N:43]1([C:49]2[N:54]=[CH:53][C:52]([C:55]3[N:60]=[CH:59][CH:58]=[CH:57][N:56]=3)=[CH:51][CH:50]=2)[CH2:48][CH2:47][NH:46][CH2:45][CH2:44]1.Cl.CN(C)CCCN=C=NCC.O.ON1C2C=CC=CC=2N=N1, predict the reaction product. The product is: [F:15][C:16]1[CH:21]=[CH:20][C:19]([C:22]2[C:30]3[C:25](=[CH:26][C:27]([NH:31][C:32]([CH:34]4[CH2:38][CH2:37][N:36]([CH2:39][C:40](=[O:41])[N:46]5[CH2:45][CH2:44][N:43]([C:49]6[CH:50]=[CH:51][C:52]([C:55]7[N:56]=[CH:57][CH:58]=[CH:59][N:60]=7)=[CH:53][N:54]=6)[CH2:48][CH2:47]5)[CH2:35]4)=[O:33])=[CH:28][CH:29]=3)[NH:24][N:23]=2)=[CH:18][CH:17]=1. (4) Given the reactants [CH2:1]([N:5]([CH2:34][CH2:35][CH2:36][CH3:37])[C:6]([C:8]1[N:9]=[C:10]([C:21]2[CH:29]=[CH:28][C:27]([C:30]([O:32][CH3:33])=[O:31])=[CH:26][C:22]=2[C:23](O)=[O:24])[N:11]([CH2:13][CH2:14][C:15]2[CH:20]=[CH:19][CH:18]=[CH:17][CH:16]=2)[CH:12]=1)=[O:7])[CH2:2][CH2:3][CH3:4].CN(C(ON1N=NC2C=CC=NC1=2)=[N+](C)C)C.F[P-](F)(F)(F)(F)F.[CH2:62]1[C:71]2[C:66](=[CH:67][CH:68]=[CH:69][CH:70]=2)[CH2:65][C@@H:64]([CH2:72][OH:73])[NH:63]1.C(N(C(C)C)CC)(C)C, predict the reaction product. The product is: [CH2:34]([N:5]([CH2:1][CH2:2][CH2:3][CH3:4])[C:6]([C:8]1[N:9]=[C:10]([C:21]2[CH:29]=[CH:28][C:27]([C:30]([O:32][CH3:33])=[O:31])=[CH:26][C:22]=2[C:23]([N:63]2[C@H:64]([CH2:72][OH:73])[CH2:65][C:66]3[C:71](=[CH:70][CH:69]=[CH:68][CH:67]=3)[CH2:62]2)=[O:24])[N:11]([CH2:13][CH2:14][C:15]2[CH:20]=[CH:19][CH:18]=[CH:17][CH:16]=2)[CH:12]=1)=[O:7])[CH2:35][CH2:36][CH3:37]. (5) Given the reactants [Br:1][C:2]1[CH:3]=[C:4]2[C:8](=[CH:9][CH:10]=1)[CH2:7][C:6]([CH2:11][C:12](OC)=[O:13])=[CH:5]2.[H-].[Al+3].[Li+].[H-].[H-].[H-].S([O-])([O-])(=O)=O.[Na+].[Na+], predict the reaction product. The product is: [Br:1][C:2]1[CH:3]=[C:4]2[C:8](=[CH:9][CH:10]=1)[CH2:7][C:6]([CH2:11][CH2:12][OH:13])=[CH:5]2.